The task is: Predict the reactants needed to synthesize the given product.. This data is from Full USPTO retrosynthesis dataset with 1.9M reactions from patents (1976-2016). (1) Given the product [C:19]([C:7]1[C:8]2[S:12][C:11]([NH:13][C:14](=[O:16])[CH3:15])=[N:10][C:9]=2[CH:17]=[CH:18][C:6]=1[O:5][C:4]1[CH:21]=[CH:22][CH:23]=[C:2]([NH:1][C:25](=[O:26])[NH:24][C:27]2[CH:32]=[CH:31][C:30]([C:33]([F:34])([F:36])[F:35])=[CH:29][CH:28]=2)[CH:3]=1)#[N:20], predict the reactants needed to synthesize it. The reactants are: [NH2:1][C:2]1[CH:3]=[C:4]([CH:21]=[CH:22][CH:23]=1)[O:5][C:6]1[CH:18]=[CH:17][C:9]2[N:10]=[C:11]([NH:13][C:14](=[O:16])[CH3:15])[S:12][C:8]=2[C:7]=1[C:19]#[N:20].[N:24]([C:27]1[CH:32]=[CH:31][C:30]([C:33]([F:36])([F:35])[F:34])=[CH:29][CH:28]=1)=[C:25]=[O:26]. (2) Given the product [Cl:14][C:15]1[CH:16]=[C:17]([C@H:21]([NH:23][C@H:10]2[CH2:11][CH2:12][C@@H:8]([C:5]3[CH:6]=[N:7][C:2]([F:1])=[CH:3][CH:4]=3)[CH2:9]2)[CH3:22])[CH:18]=[CH:19][CH:20]=1, predict the reactants needed to synthesize it. The reactants are: [F:1][C:2]1[N:7]=[CH:6][C:5]([C@@H:8]2[CH2:12][CH2:11][C:10](=O)[CH2:9]2)=[CH:4][CH:3]=1.[Cl:14][C:15]1[CH:16]=[C:17]([C@H:21]([NH2:23])[CH3:22])[CH:18]=[CH:19][CH:20]=1. (3) The reactants are: C[O:2][C:3](=O)[CH:4]([CH3:26])[CH:5]([OH:25])[C:6]1[CH:11]=[CH:10][C:9]([O:12][CH2:13][C:14]2[C:23]3[C:18](=[CH:19][CH:20]=[CH:21][CH:22]=3)[N:17]=[C:16]([CH3:24])[CH:15]=2)=[CH:8][CH:7]=1.[OH-:28].[K+].[NH2:30]O.CO.[C:34]([OH:40])([C:36]([F:39])([F:38])[F:37])=[O:35]. Given the product [C:34]([OH:40])([C:36]([F:39])([F:38])[F:37])=[O:35].[OH:25][CH:5]([C:6]1[CH:11]=[CH:10][C:9]([O:12][CH2:13][C:14]2[C:23]3[C:18](=[CH:19][CH:20]=[CH:21][CH:22]=3)[N:17]=[C:16]([CH3:24])[CH:15]=2)=[CH:8][CH:7]=1)[CH:4]([CH3:26])[C:3]([NH:30][OH:28])=[O:2], predict the reactants needed to synthesize it. (4) Given the product [Cl:3][C:4]1[CH:28]=[CH:27][CH:26]=[CH:25][C:5]=1[CH2:6][O:7][C:8](=[O:24])[NH:9][C:10]1[CH:14]=[N:13][N:12]([CH2:15][C:16]2[N:17]=[C:18]([CH:21]([OH:22])[CH3:29])[O:19][CH:20]=2)[N:11]=1, predict the reactants needed to synthesize it. The reactants are: N#N.[Cl:3][C:4]1[CH:28]=[CH:27][CH:26]=[CH:25][C:5]=1[CH2:6][O:7][C:8](=[O:24])[NH:9][C:10]1[CH:14]=[N:13][N:12]([CH2:15][C:16]2[N:17]=[C:18]([CH:21](O)[OH:22])[O:19][CH:20]=2)[N:11]=1.[CH3:29][Mg]Br.[NH4+].[Cl-]. (5) Given the product [C:1]1([NH:7][C:8]2[S:12][N:11]=[N:10][C:9]=2[CH2:13][NH:15][C:22]([NH2:23])=[NH:17])[CH:6]=[CH:5][CH:4]=[CH:3][CH:2]=1, predict the reactants needed to synthesize it. The reactants are: [C:1]1([NH:7][C:8]2[S:12][N:11]=[N:10][C:9]=2[C:13]([NH2:15])=O)[CH:6]=[CH:5][CH:4]=[CH:3][CH:2]=1.Cl.[N:17]1([C:22](N)=[NH:23])C=CC=N1.C(N(C(C)C)CC)(C)C. (6) Given the product [CH3:27][S:28]([O:9][CH2:8][C@@H:7]([CH3:10])[C@H:6]([N:11]([C:12]([O:13][C:14]([CH3:15])([CH3:17])[CH3:16])=[O:18])[CH3:19])[C:2]1[O:1][CH:5]=[CH:4][CH:3]=1)(=[O:30])=[O:29], predict the reactants needed to synthesize it. The reactants are: [O:1]1[CH:5]=[CH:4][CH:3]=[C:2]1[C@@H:6]([N:11]([CH3:19])[C:12](=[O:18])[O:13][C:14]([CH3:17])([CH3:16])[CH3:15])[C@H:7]([CH3:10])[CH2:8][OH:9].C(N(CC)CC)C.[CH3:27][S:28](Cl)(=[O:30])=[O:29]. (7) The reactants are: [CH3:1][O:2][C:3]1[CH:8]=[CH:7][C:6]([C:9]([CH:11]2[CH2:14][N:13]([C:15]3[N:16]4[C:20]([N:21]=[C:22]5[CH2:28][CH2:27][NH:26][CH2:25][CH2:24][C:23]=35)=[CH:19][CH:18]=[N:17]4)[CH2:12]2)=[O:10])=[CH:5][CH:4]=1.[BH4-].[Na+]. Given the product [CH3:1][O:2][C:3]1[CH:4]=[CH:5][C:6]([CH:9]([CH:11]2[CH2:12][N:13]([C:15]3[N:16]4[C:20]([N:21]=[C:22]5[CH2:28][CH2:27][NH:26][CH2:25][CH2:24][C:23]=35)=[CH:19][CH:18]=[N:17]4)[CH2:14]2)[OH:10])=[CH:7][CH:8]=1, predict the reactants needed to synthesize it. (8) Given the product [CH2:1]1[C:9]2[C:4](=[C:5]([NH:10][C:11]3[N:16]4[N:17]=[CH:18][C:19]([C:20]([NH:42][S:39]([CH2:37][CH3:38])(=[O:41])=[O:40])=[O:21])=[C:15]4[N:14]=[CH:13][C:12]=3[C:23]([N:25]3[CH2:26][CH2:27][CH:28]([C:31]4[CH:32]=[CH:33][CH:34]=[CH:35][CH:36]=4)[CH2:29][CH2:30]3)=[O:24])[CH:6]=[CH:7][CH:8]=2)[CH2:3][CH2:2]1, predict the reactants needed to synthesize it. The reactants are: [CH2:1]1[C:9]2[C:4](=[C:5]([NH:10][C:11]3[N:16]4[N:17]=[CH:18][C:19]([C:20](O)=[O:21])=[C:15]4[N:14]=[CH:13][C:12]=3[C:23]([N:25]3[CH2:30][CH2:29][CH:28]([C:31]4[CH:36]=[CH:35][CH:34]=[CH:33][CH:32]=4)[CH2:27][CH2:26]3)=[O:24])[CH:6]=[CH:7][CH:8]=2)[CH2:3][CH2:2]1.[CH2:37]([S:39]([NH2:42])(=[O:41])=[O:40])[CH3:38]. (9) The reactants are: [CH2:1]([O:8][C:9]1[CH:14]=[C:13]([O:15][CH2:16][C:17]2[CH:22]=[CH:21][CH:20]=[CH:19][CH:18]=2)[C:12]([CH:23]([CH3:25])[CH3:24])=[CH:11][C:10]=1[C:26]1[O:30][N:29]=[C:28]([C:31](=[O:35])[NH:32][CH2:33][CH3:34])[C:27]=1[C:36]1[O:40][N:39]=[C:38]([C:41]([O:43]CC)=O)[CH:37]=1)[C:2]1[CH:7]=[CH:6][CH:5]=[CH:4][CH:3]=1.[CH3:46][NH2:47]. Given the product [CH2:1]([O:8][C:9]1[CH:14]=[C:13]([O:15][CH2:16][C:17]2[CH:22]=[CH:21][CH:20]=[CH:19][CH:18]=2)[C:12]([CH:23]([CH3:24])[CH3:25])=[CH:11][C:10]=1[C:26]1[O:30][N:29]=[C:28]([C:31]([NH:32][CH2:33][CH3:34])=[O:35])[C:27]=1[C:36]1[O:40][N:39]=[C:38]([C:41]([NH:47][CH3:46])=[O:43])[CH:37]=1)[C:2]1[CH:7]=[CH:6][CH:5]=[CH:4][CH:3]=1, predict the reactants needed to synthesize it.